This data is from Forward reaction prediction with 1.9M reactions from USPTO patents (1976-2016). The task is: Predict the product of the given reaction. (1) Given the reactants [CH3:1][O:2][C:3](=[O:16])[C:4]1[CH:13]=[C:12](Br)[C:7]([C:8]([O:10][CH3:11])=[O:9])=[CH:6][C:5]=1[NH2:15].[CH3:17][N:18](C=O)C, predict the reaction product. The product is: [CH3:1][O:2][C:3](=[O:16])[C:4]1[CH:13]=[C:12]([C:17]#[N:18])[C:7]([C:8]([O:10][CH3:11])=[O:9])=[CH:6][C:5]=1[NH2:15]. (2) Given the reactants Cl[C:2]1[N:7]=[C:6]([C:8]2[CH:9]=[N:10][N:11]([CH2:13][O:14][CH2:15][CH2:16][Si:17]([CH3:20])([CH3:19])[CH3:18])[CH:12]=2)[N:5]2[CH:21]=[CH:22][N:23]=[C:4]2[CH:3]=1.[CH:24]([N:27]1[CH:31]=[C:30](B2OC(C)(C)C(C)(C)O2)[CH:29]=[N:28]1)([CH3:26])[CH3:25].P([O-])([O-])([O-])=O.[K+].[K+].[K+].C1(P(C2CCCCC2)C2C=CC=CC=2C2C(C(C)C)=CC(C(C)C)=CC=2C(C)C)CCCCC1, predict the reaction product. The product is: [CH:24]([N:27]1[CH:31]=[C:30]([C:2]2[N:7]=[C:6]([C:8]3[CH:9]=[N:10][N:11]([CH2:13][O:14][CH2:15][CH2:16][Si:17]([CH3:20])([CH3:19])[CH3:18])[CH:12]=3)[N:5]3[CH:21]=[CH:22][N:23]=[C:4]3[CH:3]=2)[CH:29]=[N:28]1)([CH3:26])[CH3:25].